The task is: Predict the product of the given reaction.. This data is from Forward reaction prediction with 1.9M reactions from USPTO patents (1976-2016). (1) Given the reactants [CH2:1]([O:8][CH2:9][CH:10]1[CH2:15][CH2:14][C:13](=O)[CH:12]=[C:11]1[N:17]1[CH:21]=[CH:20][N:19]=[CH:18]1)[C:2]1[CH:7]=[CH:6][CH:5]=[CH:4][CH:3]=1.N.[BH4-].[Na+].CC[N:27](CC)CC.[CH3:32][C:33]([O:36][C:37]([O:39]C(OC(C)(C)C)=O)=O)([CH3:35])[CH3:34], predict the reaction product. The product is: [CH2:1]([O:8][CH2:9][CH:10]1[CH2:15][CH2:14][CH:13]([NH:27][C:37](=[O:39])[O:36][C:33]([CH3:35])([CH3:34])[CH3:32])[CH:12]=[C:11]1[N:17]1[CH:21]=[CH:20][N:19]=[CH:18]1)[C:2]1[CH:7]=[CH:6][CH:5]=[CH:4][CH:3]=1. (2) Given the reactants [Li+].[OH-].[Br:3][C:4]1[CH:5]=[C:6]([NH:12][C:13]2[CH:22]=[C:21]([O:23][CH3:24])[CH:20]=[CH:19][C:14]=2[C:15]([O:17]C)=[O:16])[CH:7]=[CH:8][C:9]=1[O:10][CH3:11], predict the reaction product. The product is: [Br:3][C:4]1[CH:5]=[C:6]([NH:12][C:13]2[CH:22]=[C:21]([O:23][CH3:24])[CH:20]=[CH:19][C:14]=2[C:15]([OH:17])=[O:16])[CH:7]=[CH:8][C:9]=1[O:10][CH3:11]. (3) Given the reactants [CH2:1]([Zn]CC)C.C1(C)C=CC=CC=1.ClCI.[CH3:16]/[C:17](=[CH:20]/[CH:21]([C:23]1[CH:28]=[CH:27][CH:26]=[CH:25][C:24]=1[CH3:29])[CH3:22])/[CH2:18][OH:19].S(=O)(=O)(O)O, predict the reaction product. The product is: [CH3:16][C@:17]1([CH2:18][OH:19])[CH2:1][C@H:20]1[C@H:21]([C:23]1[CH:28]=[CH:27][CH:26]=[CH:25][C:24]=1[CH3:29])[CH3:22]. (4) The product is: [C:1]([O:4][CH2:5][CH2:6][N:25]1[CH2:24][CH2:23][CH:22]([O:21][C:20]2[C:13]3[C:14](=[N:15][CH:16]=[CH:17][C:12]=3[O:11][C:10]3[CH:44]=[CH:45][C:46]([NH:48][C:49]([C:51]4[C:52](=[O:64])[N:53]([C:57]5[CH:62]=[CH:61][C:60]([F:63])=[CH:59][CH:58]=5)[N:54]=[CH:55][CH:56]=4)=[O:50])=[CH:47][C:9]=3[F:8])[N:18]([CH2:35][C:36]3[CH:41]=[CH:40][C:39]([O:42][CH3:43])=[CH:38][CH:37]=3)[N:19]=2)[CH2:27][CH2:26]1)(=[O:3])[CH3:2]. Given the reactants [C:1]([O:4][CH2:5][CH2:6]Br)(=[O:3])[CH3:2].[F:8][C:9]1[CH:47]=[C:46]([NH:48][C:49]([C:51]2[C:52](=[O:64])[N:53]([C:57]3[CH:62]=[CH:61][C:60]([F:63])=[CH:59][CH:58]=3)[N:54]=[CH:55][CH:56]=2)=[O:50])[CH:45]=[CH:44][C:10]=1[O:11][C:12]1[CH:17]=[CH:16][N:15]=[C:14]2[N:18]([CH2:35][C:36]3[CH:41]=[CH:40][C:39]([O:42][CH3:43])=[CH:38][CH:37]=3)[N:19]=[C:20]([O:21][CH:22]3[CH2:27][CH2:26][N:25](C(OC(C)(C)C)=O)[CH2:24][CH2:23]3)[C:13]=12.[H-].[Na+].CCOC(C)=O, predict the reaction product. (5) Given the reactants [CH:1]([C:3]1[CH:8]=[CH:7][CH:6]=[CH:5][C:4]=1[C:9]1[CH:14]=[CH:13][CH:12]=[C:11]([CH2:15][O:16][C:17]2[CH:22]=[CH:21][C:20]([CH2:23][CH2:24][C:25]([O:27][C:28]([CH3:31])([CH3:30])[CH3:29])=[O:26])=[CH:19][CH:18]=2)[CH:10]=1)=[O:2].[BH4-].[Na+], predict the reaction product. The product is: [OH:2][CH2:1][C:3]1[CH:8]=[CH:7][CH:6]=[CH:5][C:4]=1[C:9]1[CH:14]=[CH:13][CH:12]=[C:11]([CH2:15][O:16][C:17]2[CH:18]=[CH:19][C:20]([CH2:23][CH2:24][C:25]([O:27][C:28]([CH3:31])([CH3:30])[CH3:29])=[O:26])=[CH:21][CH:22]=2)[CH:10]=1. (6) Given the reactants [CH3:1][O:2][C:3](=[O:13])[C:4]1[CH:9]=[CH:8][CH:7]=[C:6]([CH2:10][C:11]#[N:12])[CH:5]=1.Cl, predict the reaction product. The product is: [CH3:1][O:2][C:3](=[O:13])[C:4]1[CH:9]=[CH:8][CH:7]=[C:6]([CH2:10][CH2:11][NH2:12])[CH:5]=1. (7) The product is: [CH3:22][O:21][N:23]=[CH:14][C:11]1[CH:12]=[CH:13][C:8]([C:6]2[CH:7]=[C:2]([F:1])[CH:3]=[CH:4][C:5]=2[O:18][CH3:19])=[C:9]([O:16][CH3:17])[CH:10]=1. Given the reactants [F:1][C:2]1[CH:3]=[CH:4][C:5]([O:18][CH3:19])=[C:6]([C:8]2[CH:13]=[CH:12][C:11]([CH:14]=O)=[CH:10][C:9]=2[O:16][CH3:17])[CH:7]=1.Cl.[O:21]([NH2:23])[CH3:22], predict the reaction product. (8) The product is: [Cl-:1].[Cl-:1].[CH3:24][N:23]([CH2:22][C@H:19]1[CH2:20][CH2:21][C@H:16]([NH:15][C:5]2[C:4]3[C:9](=[CH:10][CH:11]=[C:2]([C:31]4[CH:30]=[C:29]([CH3:42])[C:28]([OH:43])=[C:27]([CH3:26])[CH:32]=4)[N:3]=3)[N:8]=[CH:7][C:6]=2[C:12](=[O:14])[CH3:13])[CH2:17][CH2:18]1)[CH3:25]. Given the reactants [Cl:1][C:2]1[N:3]=[C:4]2[C:9](=[CH:10][CH:11]=1)[N:8]=[CH:7][C:6]([C:12](=[O:14])[CH3:13])=[C:5]2[NH:15][C@H:16]1[CH2:21][CH2:20][C@H:19]([CH2:22][N:23]([CH3:25])[CH3:24])[CH2:18][CH2:17]1.[CH3:26][C:27]1[CH:32]=[C:31](B2OC(C)(C)C(C)(C)O2)[CH:30]=[C:29]([CH3:42])[C:28]=1[OH:43], predict the reaction product. (9) Given the reactants Cl.C(N=C=NCCCN(C)C)C.[C:13]([O:17][C:18]([N:20]1[CH2:24][CH2:23][CH2:22][C@H:21]1[C:25]([OH:27])=O)=[O:19])([CH3:16])([CH3:15])[CH3:14].[CH3:28][O:29][C:30]1[CH:38]=[CH:37][C:33]([CH2:34][CH2:35][NH2:36])=[CH:32][CH:31]=1.C(N(C(C)C)CC)(C)C.ON1C2C=CC=CC=2N=N1, predict the reaction product. The product is: [C:13]([O:17][C:18]([N:20]1[CH2:24][CH2:23][CH2:22][C@H:21]1[C:25](=[O:27])[NH:36][CH2:35][CH2:34][C:33]1[CH:37]=[CH:38][C:30]([O:29][CH3:28])=[CH:31][CH:32]=1)=[O:19])([CH3:14])([CH3:15])[CH3:16]. (10) Given the reactants [Cl:1][C:2]1[C:19]([Cl:20])=[CH:18][C:5]2[NH:6][C:7]([C:9]3([C:14]([F:17])([F:16])[F:15])[CH:13]=[CH:12][CH2:11][O:10]3)=[N:8][C:4]=2[CH:3]=1, predict the reaction product. The product is: [Cl:1][C:2]1[C:19]([Cl:20])=[CH:18][C:5]2[NH:6][C:7]([C:9]3([C:14]([F:17])([F:15])[F:16])[CH2:13][CH2:12][CH2:11][O:10]3)=[N:8][C:4]=2[CH:3]=1.